The task is: Predict the product of the given reaction.. This data is from Forward reaction prediction with 1.9M reactions from USPTO patents (1976-2016). (1) Given the reactants [C:1]1([CH3:19])[CH:6]=[CH:5][CH:4]=[C:3]([C:7]2[C:12]([CH2:13][NH2:14])=[CH:11][CH:10]=[C:9]([C:15]([F:18])([F:17])[F:16])[N:8]=2)[CH:2]=1.[F:20][C:21]1[CH:22]=[C:23]([CH:33]([CH3:37])[C:34](O)=[O:35])[CH:24]=[CH:25][C:26]=1[CH2:27][NH:28][S:29]([CH3:32])(=[O:31])=[O:30].F[B-](F)(F)F.N1(OC(N(C)C)=[N+](C)C)C2C=CC=CC=2N=N1.C(N(C(C)C)C(C)C)C, predict the reaction product. The product is: [F:20][C:21]1[CH:22]=[C:23]([CH:33]([CH3:37])[C:34]([NH:14][CH2:13][C:12]2[C:7]([C:3]3[CH:2]=[C:1]([CH3:19])[CH:6]=[CH:5][CH:4]=3)=[N:8][C:9]([C:15]([F:16])([F:18])[F:17])=[CH:10][CH:11]=2)=[O:35])[CH:24]=[CH:25][C:26]=1[CH2:27][NH:28][S:29]([CH3:32])(=[O:31])=[O:30]. (2) Given the reactants [OH:1][C:2]1[CH:3]=[C:4]([CH2:8][NH:9][C:10]([C:12]2[CH:13]=[C:14]3[C:19](=[CH:20][CH:21]=2)[N:18]=[CH:17][CH:16]=[CH:15]3)=[O:11])[CH:5]=[CH:6][CH:7]=1.Br[CH2:23][CH:24]=[CH2:25].CN(C=O)C.C(=O)([O-])[O-].[Cs+].[Cs+], predict the reaction product. The product is: [CH2:25]([O:1][C:2]1[CH:3]=[C:4]([CH2:8][NH:9][C:10]([C:12]2[CH:13]=[C:14]3[C:19](=[CH:20][CH:21]=2)[N:18]=[CH:17][CH:16]=[CH:15]3)=[O:11])[CH:5]=[CH:6][CH:7]=1)[CH:24]=[CH2:23]. (3) Given the reactants [F:1][C:2]1[CH:3]=[C:4]([CH:8]=[CH:9][C:10]=1[C:11]([F:14])([F:13])[F:12])[C:5](Cl)=[O:6].[NH2:15][C:16]([CH3:32])([CH2:19][N:20]1[CH:28]=[C:27]2[C:22]([C:23]([Cl:31])=[C:24]([Cl:30])[CH:25]=[C:26]2[Cl:29])=[N:21]1)[C:17]#[N:18], predict the reaction product. The product is: [C:17]([C:16]([NH:15][C:5](=[O:6])[C:4]1[CH:8]=[CH:9][C:10]([C:11]([F:14])([F:13])[F:12])=[C:2]([F:1])[CH:3]=1)([CH3:32])[CH2:19][N:20]1[CH:28]=[C:27]2[C:22]([C:23]([Cl:31])=[C:24]([Cl:30])[CH:25]=[C:26]2[Cl:29])=[N:21]1)#[N:18]. (4) The product is: [OH:30][C:26]([C:28]1[N:1]=[N:2][N:3]([CH2:9][CH2:7][C:6]([O:12][CH3:11])=[O:5])[CH:29]=1)([CH3:27])[CH3:25]. Given the reactants [N-:1]=[N+:2]=[N-:3].[Na+].[O:5]=[C:6]1[O:12][C@H:11]([C@H](CO)O)[C:9]([O-])=[C:7]1O.[Na+].COC(=O)CCBr.[CH3:25][C:26]([OH:30])([C:28]#[CH:29])[CH3:27], predict the reaction product. (5) Given the reactants [F:1][C:2]1[CH:7]=[CH:6][C:5]([S:8](Cl)(=[O:10])=[O:9])=[CH:4][CH:3]=1.[F:12][C:13]1[CH:18]=[C:17]([F:19])[C:16]([N+:20]([O-:22])=[O:21])=[CH:15][C:14]=1[NH2:23], predict the reaction product. The product is: [F:12][C:13]1[CH:18]=[C:17]([F:19])[C:16]([N+:20]([O-:22])=[O:21])=[CH:15][C:14]=1[NH:23][S:8]([C:5]1[CH:6]=[CH:7][C:2]([F:1])=[CH:3][CH:4]=1)(=[O:10])=[O:9]. (6) The product is: [CH3:50][N:51]([C:53]1[CH:58]=[CH:57][CH:56]=[CH:55][CH:54]=1)[NH:52][C:13](=[O:15])[C:12]1[CH:11]=[CH:10][C:9]([CH2:8][C:6]([O:5][C:1]([CH3:2])([CH3:3])[CH3:4])=[O:7])=[CH:17][CH:16]=1. Given the reactants [C:1]([O:5][C:6]([CH2:8][C:9]1[CH:17]=[CH:16][C:12]([C:13]([OH:15])=O)=[CH:11][CH:10]=1)=[O:7])([CH3:4])([CH3:3])[CH3:2].O.ON1C2C=CC=CC=2N=N1.C(N(CC)C(C)C)(C)C.Cl.CN(C)CCCN=C=NCC.[CH3:50][N:51]([C:53]1[CH:58]=[CH:57][CH:56]=[CH:55][CH:54]=1)[NH2:52].C([O-])(O)=O.[Na+], predict the reaction product. (7) The product is: [C:1]1([C:7]2[C:16]3[C:11](=[CH:12][CH:13]=[CH:14][CH:15]=3)[N:10]=[C:9]([C:17]3[CH:18]=[CH:19][C:20]([O:23][CH2:31][C:32]([NH2:34])=[O:33])=[CH:21][CH:22]=3)[CH:8]=2)[CH:6]=[CH:5][CH:4]=[CH:3][CH:2]=1. Given the reactants [C:1]1([C:7]2[C:16]3[C:11](=[CH:12][CH:13]=[CH:14][CH:15]=3)[N:10]=[C:9]([C:17]3[CH:22]=[CH:21][C:20]([OH:23])=[CH:19][CH:18]=3)[CH:8]=2)[CH:6]=[CH:5][CH:4]=[CH:3][CH:2]=1.C([O-])([O-])=O.[K+].[K+].Cl[CH2:31][C:32]([NH2:34])=[O:33], predict the reaction product. (8) Given the reactants [CH3:1][S:2]([C:5]1[CH:11]=[CH:10][C:8]([NH2:9])=[CH:7][CH:6]=1)(=[O:4])=[O:3].C[Al](C)C.[F:16][C:17]1[CH:18]=[C:19]([CH:22]=[CH:23][C:24]=1[O:25][CH3:26])[C:20]#[N:21], predict the reaction product. The product is: [F:16][C:17]1[CH:18]=[C:19]([C:20](=[NH:21])[NH:9][C:8]2[CH:10]=[CH:11][C:5]([S:2]([CH3:1])(=[O:3])=[O:4])=[CH:6][CH:7]=2)[CH:22]=[CH:23][C:24]=1[O:25][CH3:26]. (9) Given the reactants [CH3:1][O:2][C:3](=[O:28])[C:4]1[CH:9]=[C:8]([N:10]2[CH2:14][CH2:13][CH2:12][C:11]2=[O:15])[CH:7]=[C:6]([O:16][CH2:17][CH2:18][CH2:19][O:20]CC2C=CC=CC=2)[CH:5]=1, predict the reaction product. The product is: [CH3:1][O:2][C:3](=[O:28])[C:4]1[CH:9]=[C:8]([N:10]2[CH2:14][CH2:13][CH2:12][C:11]2=[O:15])[CH:7]=[C:6]([O:16][CH2:17][CH2:18][CH2:19][OH:20])[CH:5]=1.